Dataset: Forward reaction prediction with 1.9M reactions from USPTO patents (1976-2016). Task: Predict the product of the given reaction. (1) Given the reactants [CH3:1][C:2]1([CH3:19])[C:10]2[C:5](=[CH:6][C:7]([N+:15]([O-:17])=[O:16])=[C:8]([NH:11]C(=O)C)[CH:9]=2)[NH:4][C:3]1=[O:18].[CH3:20][O:21][C:22]1[CH:29]=[CH:28][C:25]([CH2:26]Cl)=[CH:24][CH:23]=1.C([O-])([O-])=O.[K+].[K+], predict the reaction product. The product is: [NH2:11][C:8]1[CH:9]=[C:10]2[C:5](=[CH:6][C:7]=1[N+:15]([O-:17])=[O:16])[N:4]([CH2:26][C:25]1[CH:28]=[CH:29][C:22]([O:21][CH3:20])=[CH:23][CH:24]=1)[C:3](=[O:18])[C:2]2([CH3:1])[CH3:19]. (2) Given the reactants [Cl:1][C:2]1[N:10]=[CH:9][CH:8]=[CH:7][C:3]=1[C:4](O)=[O:5].C(Cl)(=O)C([Cl:14])=O.CN(C=O)C, predict the reaction product. The product is: [Cl:1][C:2]1[N:10]=[CH:9][CH:8]=[CH:7][C:3]=1[C:4]([Cl:14])=[O:5]. (3) Given the reactants [C:1]([O:5][C:6]([N:8]([CH2:13][CH:14]([CH3:16])[CH3:15])[CH2:9][C:10]([OH:12])=O)=[O:7])([CH3:4])([CH3:3])[CH3:2].Cl.[NH:18]1[CH2:25][CH2:24][CH2:23][C@H:19]1[C:20]([NH2:22])=[O:21].O.ON1C2C=CC=CC=2N=N1.CCN=C=NCCCN(C)C.Cl, predict the reaction product. The product is: [C:1]([O:5][C:6]([N:8]([CH2:9][C:10]([N:18]1[CH2:25][CH2:24][CH2:23][C@H:19]1[C:20]([NH2:22])=[O:21])=[O:12])[CH2:13][CH:14]([CH3:16])[CH3:15])=[O:7])([CH3:2])([CH3:3])[CH3:4]. (4) Given the reactants [F:1][C:2]1[CH:3]=[C:4]([NH:12][C:13](=[O:15])[O-])[CH:5]=[CH:6][C:7]=1[C:8]([F:11])([F:10])[F:9].[CH3:16][O:17][C:18]1[CH:19]=[C:20]2[C:25](=[CH:26][C:27]=1[O:28][CH3:29])[N:24]=[CH:23][N:22]=[C:21]2[S:30][C:31]1[CH:32]=[C:33]([CH:35]=[CH:36][CH:37]=1)[NH2:34].C(N(C(C)C)CC)(C)C, predict the reaction product. The product is: [CH3:16][O:17][C:18]1[CH:19]=[C:20]2[C:25](=[CH:26][C:27]=1[O:28][CH3:29])[N:24]=[CH:23][N:22]=[C:21]2[S:30][C:31]1[CH:32]=[C:33]([NH:34][C:13]([NH:12][C:4]2[CH:5]=[CH:6][C:7]([C:8]([F:9])([F:10])[F:11])=[C:2]([F:1])[CH:3]=2)=[O:15])[CH:35]=[CH:36][CH:37]=1. (5) Given the reactants [NH:1]1[C:9](=[O:10])[C:8]2[NH:7][CH:6]=[N:5][C:4]=2[N:3]=[CH:2]1.[CH2:11]([OH:13])[CH3:12], predict the reaction product. The product is: [OH:13][C@@H:11]1[C@@H:8]([CH2:9][OH:10])[CH2:4][N:3]([N:5]2[CH:6]=[N:7][C:8]3[C:9](=[O:10])[NH:1][CH:2]=[N:3][C:4]2=3)[CH2:12]1. (6) Given the reactants [CH3:1][N:2]([CH3:35])[C@H:3]1[C@H:20]2[C@:7]([OH:29])([C:8]([OH:28])=[C:9]3[C@H:18]([CH2:19]2)[CH2:17][C:16]2[C:11](=[C:12]([OH:26])[CH:13]=[CH:14][C:15]=2[O:21][C:22]([F:25])([F:24])[F:23])[C:10]3=[O:27])[C:6](=[O:30])[C:5]([C:31]([NH2:33])=[O:32])=[C:4]1[OH:34].[N+:36]([O-])([OH:38])=[O:37].C(OCC)C, predict the reaction product. The product is: [CH3:1][N:2]([CH3:35])[C@H:3]1[C@H:20]2[C@:7]([OH:29])([C:8]([OH:28])=[C:9]3[C@H:18]([CH2:19]2)[CH2:17][C:16]2[C:11](=[C:12]([OH:26])[C:13]([N+:36]([O-:38])=[O:37])=[CH:14][C:15]=2[O:21][C:22]([F:23])([F:24])[F:25])[C:10]3=[O:27])[C:6](=[O:30])[C:5]([C:31]([NH2:33])=[O:32])=[C:4]1[OH:34].